Dataset: Peptide-MHC class I binding affinity with 185,985 pairs from IEDB/IMGT. Task: Regression. Given a peptide amino acid sequence and an MHC pseudo amino acid sequence, predict their binding affinity value. This is MHC class I binding data. (1) The peptide sequence is HPRARSMSS. The MHC is HLA-B08:01 with pseudo-sequence HLA-B08:01. The binding affinity (normalized) is 0.728. (2) The peptide sequence is RLRLIHLLHQTI. The MHC is Mamu-B08 with pseudo-sequence Mamu-B08. The binding affinity (normalized) is 0.287. (3) The peptide sequence is FLPSDYFPSV. The MHC is HLA-A24:02 with pseudo-sequence HLA-A24:02. The binding affinity (normalized) is 0.361. (4) The peptide sequence is VILFIMFMLI. The MHC is HLA-B53:01 with pseudo-sequence HLA-B53:01. The binding affinity (normalized) is 0.312. (5) The peptide sequence is PVYISQFSYK. The MHC is HLA-A31:01 with pseudo-sequence HLA-A31:01. The binding affinity (normalized) is 0.761. (6) The peptide sequence is ITKGLGISYGR. The MHC is HLA-B51:01 with pseudo-sequence HLA-B51:01. The binding affinity (normalized) is 0. (7) The peptide sequence is GVFKVWHPI. The MHC is HLA-A69:01 with pseudo-sequence HLA-A69:01. The binding affinity (normalized) is 0.334.